From a dataset of Forward reaction prediction with 1.9M reactions from USPTO patents (1976-2016). Predict the product of the given reaction. Given the reactants [Cl:1][C:2]1[CH:7]=[C:6]([N+:8]([O-:10])=[O:9])[CH:5]=[CH:4][C:3]=1[N:11]1[CH2:16][CH2:15][N:14]([C:17]([C:19]2[C:20]([C:25]3[CH:34]=[CH:33][CH:32]=[CH:31][C:26]=3[C:27]([O:29]C)=[O:28])=[N:21][O:22][C:23]=2[CH3:24])=[O:18])[CH2:13][CH2:12]1.[OH-].[Na+].C(OCC)(=O)C, predict the reaction product. The product is: [Cl:1][C:2]1[CH:7]=[C:6]([N+:8]([O-:10])=[O:9])[CH:5]=[CH:4][C:3]=1[N:11]1[CH2:16][CH2:15][N:14]([C:17]([C:19]2[C:20]([C:25]3[CH:34]=[CH:33][CH:32]=[CH:31][C:26]=3[C:27]([OH:29])=[O:28])=[N:21][O:22][C:23]=2[CH3:24])=[O:18])[CH2:13][CH2:12]1.